This data is from Catalyst prediction with 721,799 reactions and 888 catalyst types from USPTO. The task is: Predict which catalyst facilitates the given reaction. (1) Reactant: [F:1][C:2]([F:7])([F:6])[C:3]([OH:5])=[O:4].[C:8]([C:12]1[CH:17]=[CH:16][C:15]([C:18]([C:37]2[CH:42]=[CH:41][C:40]([C:43]3([OH:47])[CH2:46][CH2:45][CH2:44]3)=[C:39]([O:48]C)[N:38]=2)=[CH:19][CH:20]2[N:24](CC3C=CC(OC)=CC=3OC)[C:23](=[O:36])[CH2:22][CH2:21]2)=[CH:14][CH:13]=1)([CH3:11])([CH3:10])[CH3:9]. Product: [F:1][C:2]([F:7])([F:6])[C:3]([OH:5])=[O:4].[C:8]([C:12]1[CH:13]=[CH:14][C:15]([C:18]([C:37]2[NH:38][C:39](=[O:48])[C:40]([C:43]3([OH:47])[CH2:44][CH2:45][CH2:46]3)=[CH:41][CH:42]=2)=[CH:19][C@H:20]2[CH2:21][CH2:22][C:23](=[O:36])[NH:24]2)=[CH:16][CH:17]=1)([CH3:11])([CH3:9])[CH3:10]. The catalyst class is: 520. (2) Reactant: Cl[C:2]1[CH:7]=[C:6]([N:8]2[CH2:13][CH2:12][O:11][CH2:10][C@H:9]2[CH2:14][CH3:15])[N:5]=[C:4]([NH:16][CH3:17])[N:3]=1.[C:18]([C:20]1[C:25]([F:26])=[CH:24][C:23](B(O)O)=[CH:22][C:21]=1[F:30])#[N:19].C(Cl)Cl.C([O-])([O-])=O.[K+].[K+]. Product: [CH2:14]([C@@H:9]1[CH2:10][O:11][CH2:12][CH2:13][N:8]1[C:6]1[N:5]=[C:4]([NH:16][CH3:17])[N:3]=[C:2]([C:23]2[CH:24]=[C:25]([F:26])[C:20]([C:18]#[N:19])=[C:21]([F:30])[CH:22]=2)[CH:7]=1)[CH3:15]. The catalyst class is: 294. (3) Reactant: [C:1]1(B(O)O)[CH:6]=[CH:5][CH:4]=[CH:3][CH:2]=1.[NH2:10][CH2:11][CH:12]1[O:16][CH2:15][CH2:14][O:13]1. Product: [O:13]1[CH2:14][CH2:15][O:16][CH:12]1[CH2:11][NH:10][C:1]1[CH:6]=[CH:5][CH:4]=[CH:3][CH:2]=1. The catalyst class is: 4. (4) Reactant: [C:1]([S@:5]([N:7]=[C:8]([C:10]1[N:15]=[C:14]2[CH:16]=[CH:17][N:18](C(OC(C)(C)C)=O)[C:13]2=[CH:12][CH:11]=1)[CH3:9])=[O:6])([CH3:4])([CH3:3])[CH3:2].CCC(C)[BH-](C(C)CC)C(C)CC.[Li+]. Product: [NH:18]1[C:13]2[C:14](=[N:15][C:10]([C@@H:8]([NH:7][S@@:5]([C:1]([CH3:2])([CH3:4])[CH3:3])=[O:6])[CH3:9])=[CH:11][CH:12]=2)[CH:16]=[CH:17]1. The catalyst class is: 1. (5) Reactant: [CH3:1][O:2][C:3]1[CH:4]=[C:5]([OH:9])[CH:6]=[CH:7][CH:8]=1.[Br:10][C:11]1[CH:16]=[CH:15][C:14]([Cl:17])=[CH:13][C:12]=1[CH2:18]Br.C(=O)([O-])[O-].[K+].[K+].O. Product: [Br:10][C:11]1[CH:16]=[CH:15][C:14]([Cl:17])=[CH:13][C:12]=1[CH2:18][O:9][C:5]1[CH:6]=[CH:7][CH:8]=[C:3]([O:2][CH3:1])[CH:4]=1. The catalyst class is: 3. (6) Reactant: [H-].[Na+].[CH3:3][CH2:4][O:5][C:6]([CH:8](P(OCC)(OCC)=O)[CH3:9])=[O:7].[CH:18]([C:21]1[CH:28]=[CH:27][C:24]([CH:25]=O)=[CH:23][CH:22]=1)([CH3:20])[CH3:19].O. Product: [CH:18]([C:21]1[CH:28]=[CH:27][C:24]([CH:25]=[C:8]([CH3:9])[C:6]([O:5][CH2:4][CH3:3])=[O:7])=[CH:23][CH:22]=1)([CH3:20])[CH3:19]. The catalyst class is: 9.